From a dataset of Reaction yield outcomes from USPTO patents with 853,638 reactions. Predict the reaction yield, written as a fraction of the theoretical maximum amount of product (1.0 means a 100% yield; for example, 0.34 means a 34% yield). (1) The reactants are C([O:3][C:4](=[O:44])[CH2:5][N:6]([S:32]([N:35]1[C:43]2[C:38](=[CH:39][CH:40]=[CH:41][CH:42]=2)[CH2:37][CH2:36]1)(=[O:34])=[O:33])[CH2:7][C:8]1[CH:13]=[CH:12][CH:11]=[C:10]([O:14][CH2:15][C:16]2[N:17]=[C:18]([C:22]3[CH:27]=[CH:26][C:25]([C:28]([F:31])([F:30])[F:29])=[CH:24][CH:23]=3)[O:19][C:20]=2[CH3:21])[CH:9]=1)C.O.[OH-].[Li+]. No catalyst specified. The product is [N:35]1([S:32]([N:6]([CH2:5][C:4]([OH:44])=[O:3])[CH2:7][C:8]2[CH:13]=[CH:12][CH:11]=[C:10]([O:14][CH2:15][C:16]3[N:17]=[C:18]([C:22]4[CH:23]=[CH:24][C:25]([C:28]([F:29])([F:30])[F:31])=[CH:26][CH:27]=4)[O:19][C:20]=3[CH3:21])[CH:9]=2)(=[O:34])=[O:33])[C:43]2[C:38](=[CH:39][CH:40]=[CH:41][CH:42]=2)[CH2:37][CH2:36]1. The yield is 0.990. (2) The product is [Cl:22][C:23]1[CH:24]=[C:25]([NH:26][C:2]2[CH:3]=[C:4]([NH:8][CH:9]3[CH2:14][CH2:13][CH2:12][NH:11][CH2:10]3)[N:5]=[CH:6][N:7]=2)[CH:27]=[CH:28][C:29]=1[F:30]. The catalyst is CCOC(C)=O. The reactants are Cl[C:2]1[N:7]=[CH:6][N:5]=[C:4]([NH:8][CH:9]2[CH2:14][CH2:13][CH2:12][N:11](C(OC(C)(C)C)=O)[CH2:10]2)[CH:3]=1.[Cl:22][C:23]1[CH:24]=[C:25]([CH:27]=[CH:28][C:29]=1[F:30])[NH2:26]. The yield is 0.850.